Dataset: Forward reaction prediction with 1.9M reactions from USPTO patents (1976-2016). Task: Predict the product of the given reaction. (1) Given the reactants [CH2:1]([O:8][C:9]1[CH:10]=[C:11]([CH:30]=[CH:31][CH:32]=1)[CH2:12][N:13]1[CH2:17][CH2:16][N:15]([C@H:18]([CH:26]([CH3:28])[CH3:27])[C:19](OC(C)(C)C)=[O:20])[C:14]1=[O:29])[C:2]1[CH:7]=[CH:6][CH:5]=[CH:4][CH:3]=1.FC(F)(F)C(O)=O.CCN(C(C)C)C(C)C.ClC(OCC)=O.C[Si](C)(C)[O:57][NH2:58].Cl, predict the reaction product. The product is: [CH2:1]([O:8][C:9]1[CH:10]=[C:11]([CH:30]=[CH:31][CH:32]=1)[CH2:12][N:13]1[CH2:17][CH2:16][N:15]([C@H:18]([CH:26]([CH3:27])[CH3:28])[C:19]([NH:58][OH:57])=[O:20])[C:14]1=[O:29])[C:2]1[CH:3]=[CH:4][CH:5]=[CH:6][CH:7]=1. (2) The product is: [O:6]=[C:5]([NH2:19])[C@@H:4]([C@@H:3]([C@@H:2]([CH2:1][OH:10])[OH:7])[OH:9])[OH:8].[NH2:19][CH2:18][CH2:17][C:16]1[CH:20]=[CH:21][C:22]([OH:23])=[C:14]([OH:13])[CH:15]=1. Given the reactants [CH2:1]([OH:10])[C@H:2]1[O:7][C:5](=[O:6])[C@H:4]([OH:8])[C@@H:3]1[OH:9].CO.[OH:13][C:14]1[CH:15]=[C:16]([CH:20]=[CH:21][C:22]=1[OH:23])[CH2:17][CH2:18][NH2:19].C(N(CC)CC)C, predict the reaction product. (3) Given the reactants [H-].[Na+].CN(C)C=O.[CH3:8][CH:9]([C:15]([O:17][CH2:18][CH3:19])=[O:16])[C:10]([O:12][CH2:13][CH3:14])=[O:11].Br[CH:21]1[CH2:30][CH2:29][C:28]2[C:23](=[CH:24][CH:25]=[C:26]([CH2:31][CH2:32][CH2:33][CH2:34][CH2:35][CH2:36][CH2:37][CH3:38])[CH:27]=2)[C:22]1=[O:39], predict the reaction product. The product is: [CH3:8][C:9]([CH:21]1[CH2:30][CH2:29][C:28]2[C:23](=[CH:24][CH:25]=[C:26]([CH2:31][CH2:32][CH2:33][CH2:34][CH2:35][CH2:36][CH2:37][CH3:38])[CH:27]=2)[C:22]1=[O:39])([C:10]([O:12][CH2:13][CH3:14])=[O:11])[C:15]([O:17][CH2:18][CH3:19])=[O:16]. (4) Given the reactants [C:1]1([CH2:7][C:8]2[CH:9]=[C:10]3[C:15](=[C:16]([N:18]4[CH2:23][CH2:22][NH:21][CH2:20][CH2:19]4)[CH:17]=2)[N:14]=[C:13](/[CH:24]=[CH:25]/[C:26]([O:28][CH3:29])=[O:27])[CH:12]=[CH:11]3)[CH:6]=[CH:5][CH:4]=[CH:3][CH:2]=1.C(O)(=O)C, predict the reaction product. The product is: [C:1]1([CH2:7][C:8]2[CH:9]=[C:10]3[C:15](=[C:16]([N:18]4[CH2:23][CH2:22][NH:21][CH2:20][CH2:19]4)[CH:17]=2)[N:14]=[C:13]([CH2:24][CH2:25][C:26]([O:28][CH3:29])=[O:27])[CH:12]=[CH:11]3)[CH:6]=[CH:5][CH:4]=[CH:3][CH:2]=1. (5) Given the reactants [CH2:1](O)[CH:2]=[CH2:3].N(C(OC(C)C)=O)=NC(OC(C)C)=O.[CH2:19]([N:22]([C:39]([O:41][C:42]([CH3:45])([CH3:44])[CH3:43])=[O:40])[CH2:23][C@H:24]([NH:26][S:27]([C:30]1[CH:35]=[CH:34][CH:33]=[CH:32][C:31]=1[N+:36]([O-:38])=[O:37])(=[O:29])=[O:28])[CH3:25])[CH:20]=[CH2:21].C1(P(C2C=CC=CC=2)C2C=CC=CC=2)C=CC=CC=1, predict the reaction product. The product is: [CH2:3]([N:26]([C@H:24]([CH3:25])[CH2:23][N:22]([CH2:19][CH:20]=[CH2:21])[C:39]([O:41][C:42]([CH3:44])([CH3:43])[CH3:45])=[O:40])[S:27]([C:30]1[CH:35]=[CH:34][CH:33]=[CH:32][C:31]=1[N+:36]([O-:38])=[O:37])(=[O:28])=[O:29])[CH:2]=[CH2:1]. (6) Given the reactants [OH:1][CH2:2][CH2:3][CH:4]1[CH2:9][CH2:8][S:7](=[O:11])(=[O:10])[CH2:6][CH2:5]1.CCN(C(C)C)C(C)C.[CH3:21][S:22](Cl)(=[O:24])=[O:23], predict the reaction product. The product is: [CH3:21][S:22]([O:1][CH2:2][CH2:3][CH:4]1[CH2:5][CH2:6][S:7](=[O:11])(=[O:10])[CH2:8][CH2:9]1)(=[O:24])=[O:23]. (7) Given the reactants [Cl:1][C:2]1[N:7]=[C:6]2[C:8]([C:14](=O)/[CH:15]=[CH:16]/N(C)C)=[CH:9][N:10]([CH2:11][CH2:12][CH3:13])[C:5]2=[C:4]([CH3:21])[CH:3]=1.Cl.[NH:23]([C:27]1[CH:28]=[C:29]([S:33]([NH2:36])(=[O:35])=[O:34])[CH:30]=[CH:31][CH:32]=1)[C:24]([NH2:26])=[NH:25].[OH-].[Na+], predict the reaction product. The product is: [Cl:1][C:2]1[N:7]=[C:6]2[C:8]([C:14]3[CH:15]=[CH:16][N:26]=[C:24]([NH:23][C:27]4[CH:28]=[C:29]([S:33]([NH2:36])(=[O:34])=[O:35])[CH:30]=[CH:31][CH:32]=4)[N:25]=3)=[CH:9][N:10]([CH2:11][CH2:12][CH3:13])[C:5]2=[C:4]([CH3:21])[CH:3]=1.